Dataset: Forward reaction prediction with 1.9M reactions from USPTO patents (1976-2016). Task: Predict the product of the given reaction. (1) Given the reactants [C:1]([C:4]1[S:5][CH:6]=[CH:7][CH:8]=1)(=[O:3])[CH3:2].[S:9]1[CH:13]=[CH:12][CH:11]=[C:10]1[CH:14]=[O:15], predict the reaction product. The product is: [S:5]1[CH:6]=[CH:7][CH:8]=[C:4]1[C:1](=[O:3])/[CH:2]=[CH:14]/[C:10]1[S:9][CH:13]=[CH:12][CH:11]=1.[C:12]1([CH:11]=[CH:10][C:14]([C:2]2[CH:6]=[CH:7][CH:8]=[CH:4][CH:1]=2)=[O:15])[CH:8]=[CH:4][CH:1]=[CH:2][CH:13]=1. (2) Given the reactants [Br:1][C:2]1[CH:14]=[CH:13][C:12]2[C:11]3[C:6](=[CH:7][C:8](I)=[CH:9][CH:10]=3)[C:5]([CH2:24][CH:25]([CH2:30][CH3:31])[CH2:26][CH2:27][CH2:28][CH3:29])([CH2:16][CH:17]([CH2:22][CH3:23])[CH2:18][CH2:19][CH2:20][CH3:21])[C:4]=2[CH:3]=1.[C:32]1([NH:38][C:39]2[CH:44]=[CH:43][CH:42]=[CH:41][CH:40]=2)[CH:37]=[CH:36][CH:35]=[CH:34][CH:33]=1.C1OCCOCCOCCOCCOCCOC1.C([O-])([O-])=O.[K+].[K+], predict the reaction product. The product is: [Br:1][C:2]1[CH:14]=[CH:13][C:12]2[C:11]3[C:6](=[CH:7][C:8]([N:38]([C:39]4[CH:40]=[CH:41][CH:42]=[CH:43][CH:44]=4)[C:32]4[CH:37]=[CH:36][CH:35]=[CH:34][CH:33]=4)=[CH:9][CH:10]=3)[C:5]([CH2:24][CH:25]([CH2:30][CH3:31])[CH2:26][CH2:27][CH2:28][CH3:29])([CH2:16][CH:17]([CH2:22][CH3:23])[CH2:18][CH2:19][CH2:20][CH3:21])[C:4]=2[CH:3]=1. (3) Given the reactants [CH2:1]([N:8]([CH2:21][C:22]1[CH:39]=[CH:38][C:25]([O:26][C:27]2[CH:32]=[CH:31][C:30]([CH2:33][CH2:34][C:35](O)=[O:36])=[CH:29][CH:28]=2)=[CH:24][CH:23]=1)[C:9]1[CH:14]=[CH:13][CH:12]=[C:11]([NH:15][S:16]([CH3:19])(=[O:18])=[O:17])[C:10]=1[CH3:20])[C:2]1[CH:7]=[CH:6][CH:5]=[CH:4][CH:3]=1.[NH2:40][CH2:41][CH2:42][CH2:43][CH2:44][CH2:45][CH2:46][OH:47], predict the reaction product. The product is: [CH2:1]([N:8]([CH2:21][C:22]1[CH:23]=[CH:24][C:25]([O:26][C:27]2[CH:28]=[CH:29][C:30]([CH2:33][CH2:34][C:35]([NH:40][CH2:41][CH2:42][CH2:43][CH2:44][CH2:45][CH2:46][OH:47])=[O:36])=[CH:31][CH:32]=2)=[CH:38][CH:39]=1)[C:9]1[CH:14]=[CH:13][CH:12]=[C:11]([NH:15][S:16]([CH3:19])(=[O:17])=[O:18])[C:10]=1[CH3:20])[C:2]1[CH:3]=[CH:4][CH:5]=[CH:6][CH:7]=1. (4) Given the reactants [OH:1][C:2]1[C:6]([C:7]([O:9][CH2:10][CH3:11])=[O:8])=[CH:5][N:4]([CH:12]([CH3:14])[CH3:13])[N:3]=1.[Br:15]N1C(=O)CCC1=O, predict the reaction product. The product is: [Br:15][C:5]1[N:4]([CH:12]([CH3:13])[CH3:14])[N:3]=[C:2]([OH:1])[C:6]=1[C:7]([O:9][CH2:10][CH3:11])=[O:8]. (5) Given the reactants Cl[C:2]1[N:7]=[C:6]([NH:8][C:9]2[CH:10]=[C:11]([CH:16]=[CH:17][CH:18]=2)[O:12][CH2:13][CH2:14][OH:15])[C:5]([Cl:19])=[CH:4][N:3]=1.[NH2:20][C:21]1[CH:22]=[C:23]([OH:27])[CH:24]=[CH:25][CH:26]=1, predict the reaction product. The product is: [Cl:19][C:5]1[C:6]([NH:8][C:9]2[CH:18]=[CH:17][CH:16]=[C:11]([O:12][CH2:13][CH2:14][OH:15])[CH:10]=2)=[N:7][C:2]([NH:20][C:21]2[CH:22]=[C:23]([OH:27])[CH:24]=[CH:25][CH:26]=2)=[N:3][CH:4]=1.